This data is from Full USPTO retrosynthesis dataset with 1.9M reactions from patents (1976-2016). The task is: Predict the reactants needed to synthesize the given product. (1) Given the product [F:1][C:2]1[C:28]([F:29])=[CH:27][CH:26]=[CH:25][C:3]=1[O:4][C:5]1[CH:10]=[CH:9][C:8]([C:11]2[O:15][N:14]=[C:13]([C:16]3[S:20][C:19]([CH2:21][N:55]4[CH2:58][CH:57]([C:59]([O:61][CH3:62])=[O:60])[CH2:56]4)=[CH:18][C:17]=3[CH2:23][CH3:24])[N:12]=2)=[CH:7][CH:6]=1, predict the reactants needed to synthesize it. The reactants are: [F:1][C:2]1[C:28]([F:29])=[CH:27][CH:26]=[CH:25][C:3]=1[O:4][C:5]1[CH:10]=[CH:9][C:8]([C:11]2[O:15][N:14]=[C:13]([C:16]3[S:20][C:19]([CH2:21]O)=[CH:18][C:17]=3[CH2:23][CH3:24])[N:12]=2)=[CH:7][CH:6]=1.C(Br)(Br)(Br)Br.C1(P(C2C=CC=CC=2)C2C=CC=CC=2)C=CC=CC=1.Cl.[NH:55]1[CH2:58][CH:57]([C:59]([O:61][CH3:62])=[O:60])[CH2:56]1.C(N(CC)C(C)C)(C)C. (2) Given the product [CH3:3][O:4][C:5](=[O:55])[C@@H:6]([NH:22][C:23]([C@@H:25]1[CH2:34][C:33]2[CH:32]=[C:31]3[O:35][CH2:36][C@H:37]([C:39]4[CH:44]=[CH:43][C:42]([O:45][CH2:46][C:47]5[CH:52]=[CH:51][C:50]([Cl:53])=[C:49]([Cl:54])[CH:48]=5)=[CH:41][CH:40]=4)[O:38][C:30]3=[CH:29][C:28]=2[CH2:27][NH:26]1)=[O:24])[CH2:7][C:8]1[CH:13]=[CH:12][C:11]([C:14]2[CH:19]=[CH:18][N:17]=[C:16]([CH3:20])[C:15]=2[CH3:21])=[CH:10][CH:9]=1, predict the reactants needed to synthesize it. The reactants are: Cl.Cl.[CH3:3][O:4][C:5](=[O:55])[C@@H:6]([NH:22][C:23]([C@@H:25]1[CH2:34][C:33]2[CH:32]=[C:31]3[O:35][CH2:36][C@H:37]([C:39]4[CH:44]=[CH:43][C:42]([O:45][CH2:46][C:47]5[CH:52]=[CH:51][C:50]([Cl:53])=[C:49]([Cl:54])[CH:48]=5)=[CH:41][CH:40]=4)[O:38][C:30]3=[CH:29][C:28]=2[CH2:27][NH:26]1)=[O:24])[CH2:7][C:8]1[CH:13]=[CH:12][C:11]([C:14]2[CH:19]=[CH:18][N:17]=[C:16]([CH3:20])[C:15]=2[CH3:21])=[CH:10][CH:9]=1. (3) Given the product [N:1]12[CH2:2][CH2:3][C:4]([O:9][C:10](=[O:39])[NH:11][C:12]3[CH:17]=[C:16]([CH2:18][CH2:19][CH2:20][CH2:21][NH2:22])[CH:15]=[CH:14][C:13]=3[C:33]3[CH:34]=[CH:35][CH:36]=[CH:37][CH:38]=3)([CH2:7][CH2:8]1)[CH2:5][CH2:6]2, predict the reactants needed to synthesize it. The reactants are: [N:1]12[CH2:8][CH2:7][C:4]([O:9][C:10](=[O:39])[NH:11][C:12]3[CH:17]=[C:16](/[CH:18]=[CH:19]/[CH2:20][CH2:21][NH:22]C(OCC4C=CC=CC=4)=O)[CH:15]=[CH:14][C:13]=3[C:33]3[CH:38]=[CH:37][CH:36]=[CH:35][CH:34]=3)([CH2:5][CH2:6]1)[CH2:3][CH2:2]2.[H][H]. (4) Given the product [C:5]([O:4][CH:1]1[CH2:10][CH2:11][N:12]([C:15]([O:17][C:18]([CH3:19])([CH3:21])[CH3:20])=[O:16])[CH2:13][CH2:2]1)(=[O:7])[CH3:6], predict the reactants needed to synthesize it. The reactants are: [C:1]([O:4][C:5](=[O:7])[CH3:6])(=O)[CH3:2].OC1C[CH2:13][N:12]([C:15]([O:17][C:18]([CH3:21])([CH3:20])[CH3:19])=[O:16])[CH2:11][CH2:10]1. (5) The reactants are: Br[CH2:2][CH:3]1[CH2:5][CH2:4]1.C(=O)([O-])[O-].[K+].[K+].[N:12]1([C:19]([O:21][C:22]([CH3:25])([CH3:24])[CH3:23])=[O:20])[CH2:18][CH2:17][CH2:16][NH:15][CH2:14][CH2:13]1. Given the product [CH:5]1([CH2:4][N:15]2[CH2:16][CH2:17][CH2:18][N:12]([C:19]([O:21][C:22]([CH3:25])([CH3:24])[CH3:23])=[O:20])[CH2:13][CH2:14]2)[CH2:3][CH2:2]1, predict the reactants needed to synthesize it. (6) Given the product [CH2:1]([C:4]1([C:18]2[CH:23]=[CH:22][CH:21]=[CH:20][CH:19]=2)[O:9][C:8](=[O:10])[N:7]([C:11]2[CH:12]=[C:13]([C:28]3[CH:27]=[CH:26][C:25]([F:24])=[CH:30][C:29]=3[F:31])[CH:14]=[CH:15][CH:16]=2)[CH2:6][CH2:5]1)[CH:2]=[CH2:3], predict the reactants needed to synthesize it. The reactants are: [CH2:1]([C:4]1([C:18]2[CH:23]=[CH:22][CH:21]=[CH:20][CH:19]=2)[O:9][C:8](=[O:10])[N:7]([C:11]2[CH:16]=[CH:15][CH:14]=[C:13](Br)[CH:12]=2)[CH2:6][CH2:5]1)[CH:2]=[CH2:3].[F:24][C:25]1[CH:30]=[C:29]([F:31])[CH:28]=[CH:27][C:26]=1B(O)O.C([O-])([O-])=O.[K+].[K+].